Dataset: Full USPTO retrosynthesis dataset with 1.9M reactions from patents (1976-2016). Task: Predict the reactants needed to synthesize the given product. (1) Given the product [ClH:35].[C:22]([C:24]1[C:25]([F:31])=[C:26]([N:27]2[C:10](=[O:17])[C:11]3[C:12](=[CH:13][CH:14]=[CH:15][CH:16]=3)[CH:8]2[C:5]2[CH:6]=[CH:7][C:2]3[NH:1][C:49]([NH:48][C:46](=[O:47])[O:45][CH3:44])=[N:18][C:3]=3[CH:4]=2)[CH:28]=[CH:29][CH:30]=1)#[CH:23], predict the reactants needed to synthesize it. The reactants are: [NH2:1][C:2]1[CH:7]=[CH:6][C:5]([CH:8]2[C:12]3[CH:13]=[CH:14][CH:15]=[CH:16][C:11]=3[C:10](=[O:17])O2)=[CH:4][C:3]=1[N+:18]([O-])=O.Cl.[C:22]([C:24]1[C:25]([F:31])=[C:26]([CH:28]=[CH:29][CH:30]=1)[NH2:27])#[CH:23].O.O.[Sn](Cl)[Cl:35].S([O-])([O-])(=O)=O.[Na+].[Na+].[CH3:44][O:45][C:46]([NH:48][C:49](=NC(OC)=O)SC)=[O:47].Cl. (2) Given the product [CH2:1]([N:8]1[CH2:9][CH:10]2[CH:15]([OH:16])[N:14]([C:17]3[CH:22]=[CH:21][C:20]([O:23][C:24]([F:26])([F:27])[F:25])=[CH:19][CH:18]=3)[C:13](=[O:28])[CH:11]2[CH2:12]1)[C:2]1[CH:3]=[CH:4][CH:5]=[CH:6][CH:7]=1, predict the reactants needed to synthesize it. The reactants are: [CH2:1]([N:8]1[CH2:12][CH:11]2[C:13](=[O:28])[N:14]([C:17]3[CH:22]=[CH:21][C:20]([O:23][C:24]([F:27])([F:26])[F:25])=[CH:19][CH:18]=3)[C:15](=[O:16])[CH:10]2[CH2:9]1)[C:2]1[CH:7]=[CH:6][CH:5]=[CH:4][CH:3]=1.[BH4-].[Na+].O. (3) Given the product [Br:8][C:5]1[CH:4]=[N:3][C:2]([NH:22][CH2:23][CH2:24][N:25]2[CH2:30][CH2:29][O:28][CH2:27][CH2:26]2)=[N:7][CH:6]=1, predict the reactants needed to synthesize it. The reactants are: Cl[C:2]1[N:7]=[CH:6][C:5]([Br:8])=[CH:4][N:3]=1.CC(O)C.CCN(C(C)C)C(C)C.[NH2:22][CH2:23][CH2:24][N:25]1[CH2:30][CH2:29][O:28][CH2:27][CH2:26]1.